From a dataset of Forward reaction prediction with 1.9M reactions from USPTO patents (1976-2016). Predict the product of the given reaction. (1) Given the reactants [CH3:1][O:2][C:3]1[CH:22]=[CH:21][C:6]([CH2:7][C@@H:8]2[C:12]3=[N:13][C:14]4[CH:19]=[CH:18][CH:17]=[CH:16][C:15]=4[N:11]3[C:10](=[O:20])[NH:9]2)=[CH:5][CH:4]=1.[F:23][C:24]([F:38])([F:37])[CH:25]([O:27][CH2:28][C:29]1[C:34]([CH2:35][NH2:36])=[CH:33][CH:32]=[CH:31][N:30]=1)[CH3:26].C(O)(C(F)(F)F)=O, predict the reaction product. The product is: [NH:13]1[C:14]2[CH:19]=[CH:18][CH:17]=[CH:16][C:15]=2[N:11]=[C:12]1[C@H:8]([NH:9][C:10]([NH:36][CH2:35][C:34]1[C:29]([CH2:28][O:27][CH:25]([CH3:26])[C:24]([F:38])([F:23])[F:37])=[N:30][CH:31]=[CH:32][CH:33]=1)=[O:20])[CH2:7][C:6]1[CH:5]=[CH:4][C:3]([O:2][CH3:1])=[CH:22][CH:21]=1. (2) Given the reactants [C:1]([C:3]1[CH:8]=[CH:7][C:6]([CH:9]2[CH2:11][CH:10]2[C:12]([O:14][CH3:15])=[O:13])=[CH:5][CH:4]=1)#[CH:2].I[C:17]1[CH:22]=[CH:21][CH:20]=[C:19]([CH3:23])[CH:18]=1, predict the reaction product. The product is: [C:19]1([CH3:23])[CH:20]=[CH:21][CH:22]=[C:17]([C:2]#[C:1][C:3]2[CH:8]=[CH:7][C:6]([CH:9]3[CH2:11][CH:10]3[C:12]([O:14][CH3:15])=[O:13])=[CH:5][CH:4]=2)[CH:18]=1. (3) The product is: [OH:1][C:2]1[CH:7]=[CH:6][C:5]([CH2:8][CH2:9][C:10]([O:12][CH2:13][CH3:14])=[O:11])=[CH:4][C:3]=1[O:15][CH2:16][CH2:17][CH2:18][O:19][CH3:20]. Given the reactants [OH:1][C:2]1[CH:7]=[CH:6][C:5]([CH:8]=[CH:9][C:10]([O:12][CH2:13][CH3:14])=[O:11])=[CH:4][C:3]=1[O:15][CH2:16][CH2:17][CH2:18][O:19][CH3:20], predict the reaction product. (4) Given the reactants [Cl:1][C:2]1[CH:9]=[CH:8][C:5]([CH2:6][OH:7])=[CH:4][C:3]=1[C:10]([F:13])([F:12])[F:11].[H-].[Na+].[CH3:16][O:17][C:18]1[CH:25]=[CH:24][C:21]([CH2:22]Cl)=[CH:20][CH:19]=1.[NH4+].[Cl-], predict the reaction product. The product is: [Cl:1][C:2]1[CH:9]=[CH:8][C:5]([CH2:6][O:7][CH2:22][C:21]2[CH:24]=[CH:25][C:18]([O:17][CH3:16])=[CH:19][CH:20]=2)=[CH:4][C:3]=1[C:10]([F:11])([F:12])[F:13].